This data is from Full USPTO retrosynthesis dataset with 1.9M reactions from patents (1976-2016). The task is: Predict the reactants needed to synthesize the given product. (1) Given the product [CH:6]1[C:7]2[C:11]3[CH:12]=[CH:13][CH:14]=[CH:15][C:10]=3[O:9][C:8]=2[CH:16]=[C:4]([NH2:1])[CH:5]=1, predict the reactants needed to synthesize it. The reactants are: [N+:1]([C:4]1[CH:5]=[CH:6][C:7]2[C:11]3[CH:12]=[CH:13][CH:14]=[CH:15][C:10]=3[O:9][C:8]=2[CH:16]=1)([O-])=O.CC(C)[C@@H](NS(C1C=CC2OC3C=C(C4N=C(C)ON=4)C=CC=3C=2C=1)(=O)=O)C(O)=O. (2) Given the product [F:19][CH2:18][CH2:17][N:8]1[CH2:7][CH2:6][C:5]2[C:10](=[CH:11][C:12]([N+:13]([O-:15])=[O:14])=[C:3]([O:2][CH3:1])[CH:4]=2)[CH2:9]1, predict the reactants needed to synthesize it. The reactants are: [CH3:1][O:2][C:3]1[CH:4]=[C:5]2[C:10](=[CH:11][C:12]=1[N+:13]([O-:15])=[O:14])[CH2:9][NH:8][CH2:7][CH2:6]2.I[CH2:17][CH2:18][F:19].C(=O)([O-])[O-].[K+].[K+]. (3) The reactants are: O=C1CCC(=O)N1O[C:9]([C:11]1[O:15][C:14]([C:16]2[CH:21]=[CH:20][CH:19]=[CH:18][C:17]=2[Cl:22])=[N:13][C:12]=1[CH2:23][CH2:24][CH3:25])=[O:10].[N:26]1([C:32]2[N:37]=[CH:36][C:35]([NH2:38])=[CH:34][CH:33]=2)[CH2:31][CH2:30][O:29][CH2:28][CH2:27]1. Given the product [N:26]1([C:32]2[N:37]=[CH:36][C:35]([NH:38][C:9]([C:11]3[O:15][C:14]([C:16]4[CH:21]=[CH:20][CH:19]=[CH:18][C:17]=4[Cl:22])=[N:13][C:12]=3[CH2:23][CH2:24][CH3:25])=[O:10])=[CH:34][CH:33]=2)[CH2:31][CH2:30][O:29][CH2:28][CH2:27]1, predict the reactants needed to synthesize it. (4) Given the product [Cl:1][C:2]1[N:7]=[C:6]2[C:5](=[CH:4][CH:3]=1)[NH:10][C:11](=[O:17])[C:30]([C:22]1[CH:21]=[CH:20][CH:19]=[CH:29][CH:28]=1)=[CH:8]2, predict the reactants needed to synthesize it. The reactants are: [Cl:1][C:2]1[N:7]=[C:6]([CH:8]=O)[C:5]([NH:10][C:11](=[O:17])OC(C)(C)C)=[CH:4][CH:3]=1.[Cl-].[CH2:19]1[CH2:29][CH2:28]N2[C:22](=NCCC2)[CH2:21][CH2:20]1.[CH2:30]1COCC1. (5) Given the product [F:1][C:2]1[CH:7]=[C:6]([C:8]([F:9])([F:10])[F:11])[CH:5]=[CH:4][C:3]=1[C:12]1[N:17]=[CH:16][N:15]=[C:14]2[C:13]=1[N:27]=[CH:28][N:18]2[C:19]1[CH:24]=[CH:23][C:22]([O:25][CH3:26])=[CH:21][CH:20]=1, predict the reactants needed to synthesize it. The reactants are: [F:1][C:2]1[CH:7]=[C:6]([C:8]([F:11])([F:10])[F:9])[CH:5]=[CH:4][C:3]=1[C:12]1[N:17]=[CH:16][N:15]=[C:14]([NH:18][C:19]2[CH:24]=[CH:23][C:22]([O:25][CH3:26])=[CH:21][CH:20]=2)[C:13]=1[NH2:27].[C:28]1(C)C=CC(S(O)(=O)=O)=CC=1.C(OC)(OC)OC. (6) Given the product [C:20]([O:19][C:15](=[O:18])[CH2:16][CH2:17][O:14][CH2:2][CH2:3][O:4][CH2:5][CH2:6][O:7][CH2:8][CH2:9][O:10][CH2:11][CH2:12][O:13][CH3:24])([CH3:23])([CH3:22])[CH3:21], predict the reactants needed to synthesize it. The reactants are: C[CH:2]([OH:14])[CH2:3][O:4][CH2:5][CH2:6][O:7][CH2:8][CH2:9][O:10][CH2:11][CH2:12][OH:13].[C:15]([O:19][C:20]([CH3:23])([CH3:22])[CH3:21])(=[O:18])[CH:16]=[CH2:17].[CH2:24]1COCC1. (7) Given the product [C:1]([O:5][C:6](=[O:23])[NH:7][C:8]1[CH:13]=[CH:12][C:11]([C:14]2[CH:19]=[CH:18][C:17]([F:20])=[CH:16][C:15]=2[F:21])=[CH:10][C:9]=1[NH:22][C:29](=[O:28])[CH2:30][C:31]([C:33]1[CH:38]=[CH:37][N:36]=[C:35]([C:39]#[N:40])[CH:34]=1)=[O:32])([CH3:4])([CH3:2])[CH3:3], predict the reactants needed to synthesize it. The reactants are: [C:1]([O:5][C:6](=[O:23])[NH:7][C:8]1[CH:13]=[CH:12][C:11]([C:14]2[CH:19]=[CH:18][C:17]([F:20])=[CH:16][C:15]=2[F:21])=[CH:10][C:9]=1[NH2:22])([CH3:4])([CH3:3])[CH3:2].C([O:28][C:29](=O)[CH2:30][C:31]([C:33]1[CH:38]=[CH:37][N:36]=[C:35]([C:39]#[N:40])[CH:34]=1)=[O:32])(C)(C)C. (8) The reactants are: [C:1]([C:3]1[C:8]([NH:9][C:10]2[O:14][N:13]=[C:12]([C:15]3[CH:20]=[CH:19][CH:18]=[CH:17][CH:16]=3)[CH:11]=2)=[CH:7][C:6]([NH:21][C@H:22]([CH2:26][CH:27]2[CH2:29][CH2:28]2)[C:23]([NH2:25])=[O:24])=[C:5]([F:30])[CH:4]=1)#[N:2].[OH-].[Na+].OO.CC(O)=[O:37]. Given the product [NH2:25][C:23](=[O:24])[C@H:22]([NH:21][C:6]1[C:5]([F:30])=[CH:4][C:3]([C:1]([NH2:2])=[O:37])=[C:8]([NH:9][C:10]2[O:14][N:13]=[C:12]([C:15]3[CH:20]=[CH:19][CH:18]=[CH:17][CH:16]=3)[CH:11]=2)[CH:7]=1)[CH2:26][CH:27]1[CH2:28][CH2:29]1, predict the reactants needed to synthesize it. (9) Given the product [CH3:16][C:17]1([CH2:23][NH:1][C@@H:2]([C:4]2[CH:13]=[CH:12][C:7]([C:8]([O:10][CH3:11])=[O:9])=[CH:6][CH:5]=2)[CH3:3])[CH2:22][CH2:21][CH2:20][CH2:19][CH2:18]1, predict the reactants needed to synthesize it. The reactants are: [NH2:1][C@@H:2]([C:4]1[CH:13]=[CH:12][C:7]([C:8]([O:10][CH3:11])=[O:9])=[CH:6][CH:5]=1)[CH3:3].CO.[CH3:16][C:17]1([CH:23]=O)[CH2:22][CH2:21][CH2:20][CH2:19][CH2:18]1.C(O)(=O)C.C([BH3-])#N.[Na+].